Task: Predict the reaction yield, written as a fraction of the theoretical maximum amount of product (1.0 means a 100% yield; for example, 0.34 means a 34% yield).. Dataset: Reaction yield outcomes from USPTO patents with 853,638 reactions (1) The reactants are [Cl:1][C:2]1[CH:19]=[CH:18][C:5]([CH2:6][CH2:7][NH:8][C:9](=[O:17])[C:10]2[CH:15]=[CH:14][C:13]([OH:16])=[CH:12][CH:11]=2)=[CH:4][CH:3]=1.C([O-])([O-])=O.[K+].[K+].[CH:26]1([C:29]2[CH:30]=[C:31]([CH:34]=[CH:35][C:36]=2F)[CH:32]=[O:33])[CH2:28][CH2:27]1. The catalyst is CS(C)=O.C(OCC)(=O)C. The product is [Cl:1][C:2]1[CH:3]=[CH:4][C:5]([CH2:6][CH2:7][NH:8][C:9](=[O:17])[C:10]2[CH:15]=[CH:14][C:13]([O:16][C:36]3[CH:35]=[CH:34][C:31]([CH:32]=[O:33])=[CH:30][C:29]=3[CH:26]3[CH2:27][CH2:28]3)=[CH:12][CH:11]=2)=[CH:18][CH:19]=1. The yield is 0.209. (2) The reactants are [N+:1]([C:4]1[CH:5]=[C:6]([CH:10]([CH3:13])[CH:11]=[O:12])[CH:7]=[CH:8][CH:9]=1)([O-:3])=[O:2].[BH4-].[Na+]. The catalyst is C(O)C.[Cl-].[Na+].O. The product is [N+:1]([C:4]1[CH:5]=[C:6]([CH:10]([CH3:13])[CH2:11][OH:12])[CH:7]=[CH:8][CH:9]=1)([O-:3])=[O:2]. The yield is 0.572. (3) The reactants are [NH2:1][C:2](=[S:17])[CH2:3][N:4]1[C:8]([CH3:9])=[C:7]([C:10]([O:12]C(C)(C)C)=[O:11])[CH:6]=[N:5]1.Br[CH2:19][C:20]([C:22]1[CH:27]=[CH:26][CH:25]=[C:24]([O:28][C:29]([F:32])([F:31])[F:30])[CH:23]=1)=O. No catalyst specified. The product is [CH3:9][C:8]1[N:4]([CH2:3][C:2]2[S:17][CH:19]=[C:20]([C:22]3[CH:27]=[CH:26][CH:25]=[C:24]([O:28][C:29]([F:30])([F:31])[F:32])[CH:23]=3)[N:1]=2)[N:5]=[CH:6][C:7]=1[C:10]([OH:12])=[O:11]. The yield is 0.740. (4) The reactants are [CH3:1][C:2]1([CH3:18])[C:6]([CH3:8])([CH3:7])[O:5][B:4]([C:9]2[CH:17]=[CH:16][C:12]3N=CS[C:11]=3[CH:10]=2)[O:3]1.BrC1C=C[C:23]2[O:24]CC[O:27][C:22]=2C=1. No catalyst specified. The product is [CH3:1][C:2]1([CH3:18])[C:6]([CH3:8])([CH3:7])[O:5][B:4]([C:9]2[CH:17]=[CH:16][C:12]3[O:24][CH2:23][CH2:22][O:27][C:11]=3[CH:10]=2)[O:3]1. The yield is 0.880.